Task: Predict the reactants needed to synthesize the given product.. Dataset: Retrosynthesis with 50K atom-mapped reactions and 10 reaction types from USPTO Given the product CCCN1CCC[C@H]2Cc3ncccc3C[C@@H]21, predict the reactants needed to synthesize it. The reactants are: CCCN1CCC[C@H]2Cc3nc(Br)ccc3C[C@@H]21.